From a dataset of Forward reaction prediction with 1.9M reactions from USPTO patents (1976-2016). Predict the product of the given reaction. (1) The product is: [C:14]1([N:20]2[C:28]3[CH2:27][CH2:26][CH2:25][C:24](=[CH:29][C:30]([N:33]4[CH2:38][CH2:37][O:36][CH2:35][CH2:34]4)=[O:32])[C:23]=3[CH:22]=[N:21]2)[CH:15]=[CH:16][CH:17]=[CH:18][CH:19]=1. Given the reactants C(N(CC)CC)C.ClC(OCC)=O.[C:14]1([N:20]2[C:28]3[CH2:27][CH2:26][CH2:25][C:24](=[CH:29][C:30]([OH:32])=O)[C:23]=3[CH:22]=[N:21]2)[CH:19]=[CH:18][CH:17]=[CH:16][CH:15]=1.[NH:33]1[CH2:38][CH2:37][O:36][CH2:35][CH2:34]1, predict the reaction product. (2) Given the reactants [CH3:1][N:2]1[C:10]2[C:5](=[CH:6][C:7]([N+:11]([O-:13])=[O:12])=[CH:8][CH:9]=2)[C:4](=[O:14])[C:3]1=[O:15].[Br-].[Mg+2].[Br-].O.[C:20]1(C)C=CC=CC=1.C1COCC1, predict the reaction product. The product is: [OH:14][C:4]1([CH3:20])[C:5]2[C:10](=[CH:9][CH:8]=[C:7]([N+:11]([O-:13])=[O:12])[CH:6]=2)[N:2]([CH3:1])[C:3]1=[O:15]. (3) Given the reactants [C:1]([C:3]1[N:8]=[CH:7][C:6]([NH+:9]([O-])C(=O)C(F)(F)F)=[CH:5][CH:4]=1)#[N:2].FC(F)(F)C(OC(=O)C(F)(F)F)=[O:20].[OH-].[Na+].CC(O)=O, predict the reaction product. The product is: [NH2:9][C:6]1[C:7](=[O:20])[NH:8][C:3]([C:1]#[N:2])=[CH:4][CH:5]=1. (4) Given the reactants Cl[C:2]1[N:10]2[C:6](=[N:7][C:8]3[CH:14]=[CH:13][CH:12]=[CH:11][C:9]=32)[C:5]([C:15]#[N:16])=[C:4]([CH3:17])[C:3]=1[CH2:18][CH2:19][CH2:20][CH2:21][CH2:22][CH3:23].Cl.Cl.[CH3:26][N:27]([CH3:32])[CH:28]1[CH2:31][NH:30][CH2:29]1.C(N(CC)CC)C, predict the reaction product. The product is: [CH2:18]([C:3]1[C:4]([CH3:17])=[C:5]([C:15]#[N:16])[C:6]2[N:10]([C:2]=1[N:30]1[CH2:31][CH:28]([N:27]([CH3:32])[CH3:26])[CH2:29]1)[C:9]1[CH:11]=[CH:12][CH:13]=[CH:14][C:8]=1[N:7]=2)[CH2:19][CH2:20][CH2:21][CH2:22][CH3:23]. (5) Given the reactants C[O:2][C:3](=[O:45])[C:4]1[CH:9]=[CH:8][C:7]([N:10]2[C:14](=[O:15])[C@H:13]3[C@H:16]([C:34]4[CH:39]=[CH:38][CH:37]=[C:36]([Cl:40])[C:35]=4[F:41])[C@:17]([C:26]4[CH:31]=[CH:30][C:29]([Cl:32])=[CH:28][C:27]=4[F:33])([C:24]#[N:25])[C@H:18]([CH2:19][C:20]([CH3:23])([CH3:22])[CH3:21])[N:12]3[C@@H:11]2[CH:42]2[CH2:44][CH2:43]2)=[CH:6][CH:5]=1.[Li+].[OH-], predict the reaction product. The product is: [Cl:40][C:36]1[C:35]([F:41])=[C:34]([C@H:16]2[C@H:13]3[N:12]([C@H:11]([CH:42]4[CH2:44][CH2:43]4)[N:10]([C:7]4[CH:6]=[CH:5][C:4]([C:3]([OH:45])=[O:2])=[CH:9][CH:8]=4)[C:14]3=[O:15])[C@@H:18]([CH2:19][C:20]([CH3:22])([CH3:21])[CH3:23])[C@@:17]2([C:26]2[CH:31]=[CH:30][C:29]([Cl:32])=[CH:28][C:27]=2[F:33])[C:24]#[N:25])[CH:39]=[CH:38][CH:37]=1. (6) Given the reactants Cl[C:2]1[N:7]=[C:6]([NH:8][CH:9]2[C:17]3[C:12](=[CH:13][CH:14]=[C:15]([F:18])[CH:16]=3)[CH2:11][CH2:10]2)[C:5]([N+:19]([O-:21])=[O:20])=[CH:4][CH:3]=1.[NH2:22][C:23]1[CH:27]=[C:26]([CH3:28])[NH:25][N:24]=1.C(N(CC)C(C)C)(C)C, predict the reaction product. The product is: [F:18][C:15]1[CH:16]=[C:17]2[C:12]([CH2:11][CH2:10][CH:9]2[NH:8][C:6]2[C:5]([N+:19]([O-:21])=[O:20])=[CH:4][CH:3]=[C:2]([NH:22][C:23]3[NH:24][N:25]=[C:26]([CH3:28])[CH:27]=3)[N:7]=2)=[CH:13][CH:14]=1.